This data is from Reaction yield outcomes from USPTO patents with 853,638 reactions. The task is: Predict the reaction yield, written as a fraction of the theoretical maximum amount of product (1.0 means a 100% yield; for example, 0.34 means a 34% yield). (1) The reactants are [CH3:1][O:2][C:3]1[CH:4]=[C:5]([C:11](=O)[CH2:12][C:13]2[CH:18]=[CH:17][N:16]=[C:15]([Cl:19])[N:14]=2)[CH:6]=[C:7]([O:9][CH3:10])[CH:8]=1.C1C(=O)N(Br)C(=O)C1.[C:29]1([NH:35][C:36]([NH2:38])=[S:37])[CH:34]=[CH:33][CH:32]=[CH:31][CH:30]=1. The catalyst is C(Cl)Cl. The product is [CH3:1][O:2][C:3]1[CH:4]=[C:5]([C:11]2[N:38]=[C:36]([NH:35][C:29]3[CH:34]=[CH:33][CH:32]=[CH:31][CH:30]=3)[S:37][C:12]=2[C:13]2[CH:18]=[CH:17][N:16]=[C:15]([Cl:19])[N:14]=2)[CH:6]=[C:7]([O:9][CH3:10])[CH:8]=1. The yield is 0.830. (2) The reactants are [C:1]1(=[O:11])[C:9]2[C:4](=[CH:5][CH:6]=[CH:7][CH:8]=2)[C:3](=[O:10])O1.[NH2:12][CH:13]([CH2:16][CH2:17][CH3:18])[CH2:14][OH:15]. No catalyst specified. The product is [OH:15][CH2:14][CH:13]([N:12]1[C:3](=[O:10])[C:4]2[C:9](=[CH:8][CH:7]=[CH:6][CH:5]=2)[C:1]1=[O:11])[CH2:16][CH2:17][CH3:18]. The yield is 0.620. (3) The reactants are N1C=CC=CC=1.[NH2:7][CH2:8][CH2:9][CH2:10][CH2:11][CH2:12][OH:13].[F:14][C:15]([F:20])([F:19])[C:16](O)=[O:17].C(=O)([O-])O.[Na+]. The catalyst is OP(O)=O.O[Mo](O)(=O)=O.CC(C)=O.C(Cl)(Cl)Cl. The product is [F:14][C:15]([F:20])([F:19])[C:16]([NH:7][CH2:8][CH2:9][CH2:10][CH2:11][CH2:12][OH:13])=[O:17]. The yield is 0.940. (4) The reactants are Br[CH:2]1[C:10]2([CH2:15][CH2:14][N:13]([C:16]([O:18][CH2:19][C:20]3[CH:25]=[CH:24][CH:23]=[CH:22][CH:21]=3)=[O:17])[CH2:12][CH2:11]2)[CH2:9][C:8]2[CH:7]=[N:6][N:5]([C:26]([CH3:29])([CH3:28])[CH3:27])[C:4]=2[C:3]1=[O:30].[Cl-].[NH4+]. The catalyst is O1CCCC1.[Zn]. The product is [C:26]([N:5]1[C:4]2[C:3](=[O:30])[CH2:2][C:10]3([CH2:11][CH2:12][N:13]([C:16]([O:18][CH2:19][C:20]4[CH:21]=[CH:22][CH:23]=[CH:24][CH:25]=4)=[O:17])[CH2:14][CH2:15]3)[CH2:9][C:8]=2[CH:7]=[N:6]1)([CH3:29])([CH3:27])[CH3:28]. The yield is 0.960. (5) The reactants are C([Li])CCC.I[C:7]1[CH:8]=[N:9][N:10]2[C:15]([N:16]([CH3:23])[C:17]3[CH:22]=[CH:21][CH:20]=[CH:19][CH:18]=3)=[N:14][C:13]([CH2:24][CH2:25][CH3:26])=[N:12][C:11]=12.[Cl:27][C:28]1[CH:35]=[CH:34][CH:33]=[CH:32][C:29]=1[CH:30]=[O:31]. The catalyst is C1COCC1.O.C(OCC)(=O)C. The product is [Cl:27][C:28]1[CH:35]=[CH:34][CH:33]=[CH:32][C:29]=1[CH:30]([OH:31])[C:7]1[CH:8]=[N:9][N:10]2[C:15]([N:16]([CH3:23])[C:17]3[CH:22]=[CH:21][CH:20]=[CH:19][CH:18]=3)=[N:14][C:13]([CH2:24][CH2:25][CH3:26])=[N:12][C:11]=12. The yield is 0.740. (6) The reactants are [Cl:1][C:2]1[CH:10]=[C:9]2[C:5]([CH:6]=[CH:7][NH:8]2)=[CH:4][C:3]=1B1OCC(C)(C)CO1.[C:19](=O)([O-])[O-:20].[K+].[K+].Br[C:26]1[CH:31]=[CH:30][C:29]([C:32]2([CH2:36][OH:37])[CH2:35][CH2:34][CH2:33]2)=[CH:28][CH:27]=1. The catalyst is O1CCOCC1.CN(C=O)C.C1C=CC(P(C2C=CC=CC=2)[C-]2C=CC=C2)=CC=1.C1C=CC(P(C2C=CC=CC=2)[C-]2C=CC=C2)=CC=1.Cl[Pd]Cl.[Fe+2]. The product is [Cl:1][C:2]1[CH:10]=[C:9]2[C:5]([C:6]([CH:19]=[O:20])=[CH:7][NH:8]2)=[CH:4][C:3]=1[C:26]1[CH:31]=[CH:30][C:29]([C:32]2([CH2:36][OH:37])[CH2:35][CH2:34][CH2:33]2)=[CH:28][CH:27]=1. The yield is 0.680. (7) The reactants are [N:1]1([CH2:6][CH2:7][O:8][C:9]2[CH:14]=[CH:13][C:12](I)=[CH:11][CH:10]=2)[CH2:5][CH2:4][CH2:3][CH2:2]1.[CH3:16][C:17]1([CH3:24])[C:21]([CH3:23])([CH3:22])[O:20][BH:19][O:18]1. No catalyst specified. The product is [N:1]1([CH2:6][CH2:7][O:8][C:9]2[CH:14]=[CH:13][C:12]([B:19]3[O:20][C:21]([CH3:23])([CH3:22])[C:17]([CH3:24])([CH3:16])[O:18]3)=[CH:11][CH:10]=2)[CH2:5][CH2:4][CH2:3][CH2:2]1. The yield is 1.000.